This data is from Catalyst prediction with 721,799 reactions and 888 catalyst types from USPTO. The task is: Predict which catalyst facilitates the given reaction. (1) Reactant: [Br:1][C:2]1[S:6][C:5]2=[C:7](C(O)=O)[N:8]=[CH:9][N:4]2[CH:3]=1.O.S(=O)(=O)(O)O.C(=O)([O-])[O-].[Na+].[Na+]. Product: [Br:1][C:2]1[S:6][C:5]2=[CH:7][N:8]=[CH:9][N:4]2[CH:3]=1. The catalyst class is: 15. (2) Reactant: [CH2:1]([O:8][C:9](=[O:22])[CH:10]([NH:14][C:15]([O:17][C:18]([CH3:21])([CH3:20])[CH3:19])=[O:16])[CH2:11][CH:12]=O)[C:2]1[CH:7]=[CH:6][CH:5]=[CH:4][CH:3]=1.CC(O)=O.C(O[Na])(C)=O.[NH2:32][C@H:33]([C:36]([O:38][CH3:39])=[O:37])[CH2:34][SH:35].Cl. Product: [CH3:39][O:38][C:36]([CH:33]1[CH2:34][S:35][CH:12]([CH2:11][CH:10]([C:9]([O:8][CH2:1][C:2]2[CH:7]=[CH:6][CH:5]=[CH:4][CH:3]=2)=[O:22])[NH:14][C:15]([O:17][C:18]([CH3:21])([CH3:20])[CH3:19])=[O:16])[NH:32]1)=[O:37]. The catalyst class is: 40.